This data is from Full USPTO retrosynthesis dataset with 1.9M reactions from patents (1976-2016). The task is: Predict the reactants needed to synthesize the given product. (1) Given the product [CH3:1][C:2]1[CH:6]=[C:5]([C@H:7]([O:9][C:10]2[C:15]([NH2:16])=[CH:14][CH:13]=[CH:12][N:11]=2)[CH3:8])[O:4][N:3]=1, predict the reactants needed to synthesize it. The reactants are: [CH3:1][C:2]1[CH:6]=[C:5]([C@H:7]([O:9][C:10]2[C:15]([N+:16]([O-])=O)=[CH:14][CH:13]=[CH:12][N:11]=2)[CH3:8])[O:4][N:3]=1.CC(C)=O.[NH4+].[Cl-]. (2) Given the product [NH2:1][C:2]1[CH:12]=[CH:11][C:5]([C:6]([OH:8])=[O:7])=[C:4]([O:13][CH3:14])[CH:3]=1, predict the reactants needed to synthesize it. The reactants are: [NH2:1][C:2]1[CH:12]=[CH:11][C:5]([C:6]([O:8]CC)=[O:7])=[C:4]([O:13][CH3:14])[CH:3]=1.[OH-].[Na+].